Dataset: Catalyst prediction with 721,799 reactions and 888 catalyst types from USPTO. Task: Predict which catalyst facilitates the given reaction. (1) Reactant: [C:1]([C:4]1[S:5][C:6]([C:9]#[N:10])=[CH:7][N:8]=1)(=[O:3])[CH3:2].[C:11]([Mg]Br)#[CH:12]. Product: [OH:3][C:1]([C:4]1[S:5][C:6]([C:9]#[N:10])=[CH:7][N:8]=1)([C:11]#[CH:12])[CH3:2]. The catalyst class is: 1. (2) Reactant: [CH2:1]([N:8]1[CH:16]=[N:15][C:14]2[C:9]1=[N:10][C:11](I)=[N:12][C:13]=2[NH:17][CH2:18][CH2:19][CH2:20][CH2:21][CH:22]=[C:23]([C:30]1[CH:35]=[CH:34][CH:33]=[CH:32][CH:31]=1)[C:24]1[CH:29]=[CH:28][CH:27]=[CH:26][CH:25]=1)[C:2]1[CH:7]=[CH:6][CH:5]=[CH:4][CH:3]=1.[CH3:37][S-:38].[Na+]. Product: [CH2:1]([N:8]1[CH:16]=[N:15][C:14]2[C:9]1=[N:10][C:11]([S:38][CH3:37])=[N:12][C:13]=2[NH:17][CH2:18][CH2:19][CH2:20][CH2:21][CH:22]=[C:23]([C:30]1[CH:35]=[CH:34][CH:33]=[CH:32][CH:31]=1)[C:24]1[CH:29]=[CH:28][CH:27]=[CH:26][CH:25]=1)[C:2]1[CH:7]=[CH:6][CH:5]=[CH:4][CH:3]=1. The catalyst class is: 40. (3) Reactant: CO[C:3]([C:5]1[O:9][N:8]=[C:7]([C:10]2[CH:15]=[CH:14][CH:13]=[CH:12][CH:11]=2)[C:6]=1[N+:16]([O-:18])=[O:17])=[O:4].[CH:19]1([NH2:26])[CH2:25][CH2:24][CH2:23][CH2:22][CH2:21][CH2:20]1. Product: [CH:19]1([NH:26][C:3]([C:5]2[O:9][N:8]=[C:7]([C:10]3[CH:15]=[CH:14][CH:13]=[CH:12][CH:11]=3)[C:6]=2[N+:16]([O-:18])=[O:17])=[O:4])[CH2:25][CH2:24][CH2:23][CH2:22][CH2:21][CH2:20]1. The catalyst class is: 2. (4) Reactant: [Cl:1][C:2]1[N:7]=[CH:6][C:5]2[C:8]([C:11]3[CH:16]=[CH:15][C:14]([F:17])=[CH:13][CH:12]=3)=[N:9][NH:10][C:4]=2[CH:3]=1.[H-].[Na+].[C:20](Cl)([C:33]1[CH:38]=[CH:37][CH:36]=[CH:35][CH:34]=1)([C:27]1[CH:32]=[CH:31][CH:30]=[CH:29][CH:28]=1)[C:21]1[CH:26]=[CH:25][CH:24]=[CH:23][CH:22]=1. Product: [Cl:1][C:2]1[N:7]=[CH:6][C:5]2[C:8]([C:11]3[CH:16]=[CH:15][C:14]([F:17])=[CH:13][CH:12]=3)=[N:9][N:10]([C:20]([C:21]3[CH:26]=[CH:25][CH:24]=[CH:23][CH:22]=3)([C:33]3[CH:34]=[CH:35][CH:36]=[CH:37][CH:38]=3)[C:27]3[CH:28]=[CH:29][CH:30]=[CH:31][CH:32]=3)[C:4]=2[CH:3]=1. The catalyst class is: 18. (5) Reactant: [OH-].[Na+].[Br:3][C:4]1[CH:5]=[C:6]([CH:12]=[CH:13][C:14]=1[CH2:15][CH2:16][NH:17][C:18]([C:20]1[CH:25]=[CH:24][C:23]([C:26]2[CH:31]=[CH:30][C:29]([Cl:32])=[CH:28][CH:27]=2)=[CH:22][CH:21]=1)=[O:19])[C:7]([O:9]CC)=[O:8]. Product: [Br:3][C:4]1[CH:5]=[C:6]([CH:12]=[CH:13][C:14]=1[CH2:15][CH2:16][NH:17][C:18]([C:20]1[CH:25]=[CH:24][C:23]([C:26]2[CH:27]=[CH:28][C:29]([Cl:32])=[CH:30][CH:31]=2)=[CH:22][CH:21]=1)=[O:19])[C:7]([OH:9])=[O:8]. The catalyst class is: 301. (6) The catalyst class is: 4. Product: [Cl:38][C:35]1[CH:36]=[CH:37][C:32]([CH:31]2[N:26]3[C:27]([S:28][C:24]([C:22]([N:21]([CH:19]4[CH2:20][N:17]([C:14](=[O:16])[N:3]([CH3:4])[CH3:1])[CH2:18]4)[CH2:50][CH3:51])=[O:23])=[C:25]3[CH:47]([CH3:49])[CH3:48])=[N:29][C:30]2([C:40]2[CH:45]=[CH:44][C:43]([Cl:46])=[CH:42][CH:41]=2)[CH3:39])=[CH:33][CH:34]=1. Reactant: [CH2:1]([N:3](CC)[CH2:4]C)C.CN(C)C(Cl)=O.[C:14]([N:17]1[CH2:20][CH:19]([N:21]([CH2:50][CH3:51])[C:22]([C:24]2[S:28][C:27]3=[N:29][C:30]([C:40]4[CH:45]=[CH:44][C:43]([Cl:46])=[CH:42][CH:41]=4)([CH3:39])[CH:31]([C:32]4[CH:37]=[CH:36][C:35]([Cl:38])=[CH:34][CH:33]=4)[N:26]3[C:25]=2[CH:47]([CH3:49])[CH3:48])=[O:23])[CH2:18]1)(=[O:16])C. (7) Reactant: [F:1][C:2]([F:13])([F:12])[C@H:3]1[CH2:8][CH2:7][C@H:6]([C:9](O)=[O:10])[CH2:5][CH2:4]1.S(Cl)([Cl:16])=O.CN(C=O)C. Product: [F:1][C:2]([F:13])([F:12])[C@H:3]1[CH2:8][CH2:7][C@H:6]([C:9]([Cl:16])=[O:10])[CH2:5][CH2:4]1. The catalyst class is: 4.